From a dataset of M1 muscarinic receptor antagonist screen with 61,756 compounds. Binary Classification. Given a drug SMILES string, predict its activity (active/inactive) in a high-throughput screening assay against a specified biological target. (1) The compound is S(c1n(CCC)c(nn1)c1occc1)CC(=O)c1c(OC)ccc(OC)c1. The result is 0 (inactive). (2) The molecule is O=C(Nc1c(OC)cc(OC)cc1)CCN1CCCCCC1. The result is 0 (inactive). (3) The compound is S(=O)(=O)(NC1=NCCCCC1)c1ccc(NC(=O)CN2C(=O)C3C(CC=CC3)C2=O)cc1. The result is 0 (inactive).